This data is from Forward reaction prediction with 1.9M reactions from USPTO patents (1976-2016). The task is: Predict the product of the given reaction. Given the reactants [Cl:1][C:2]1[C:3]([C:8]2[CH:13]=[CH:12][C:11]([CH3:14])=[CH:10][CH:9]=2)=[N:4][CH:5]=[CH:6][CH:7]=1.[Se](=O)=[O:16], predict the reaction product. The product is: [Cl:1][C:2]1[C:3]([C:8]2[CH:13]=[CH:12][C:11]([CH:14]=[O:16])=[CH:10][CH:9]=2)=[N:4][CH:5]=[CH:6][CH:7]=1.